Task: Predict the reactants needed to synthesize the given product.. Dataset: Full USPTO retrosynthesis dataset with 1.9M reactions from patents (1976-2016) (1) Given the product [ClH:1].[CH3:11][N:10]1[C:6]2[C:5]([C:12]([N:14]3[CH2:19][CH2:18][O:17][CH2:16][CH2:15]3)=[O:13])=[CH:4][N:3]=[C:2]([NH:23][C:22]3[CH:24]=[CH:25][CH:26]=[C:27]([C:28]([F:29])([F:30])[F:31])[C:21]=3[CH3:20])[C:7]=2[N:8]=[CH:9]1, predict the reactants needed to synthesize it. The reactants are: [Cl:1][C:2]1[C:7]2[N:8]=[CH:9][N:10]([CH3:11])[C:6]=2[C:5]([C:12]([N:14]2[CH2:19][CH2:18][O:17][CH2:16][CH2:15]2)=[O:13])=[CH:4][N:3]=1.[CH3:20][C:21]1[C:27]([C:28]([F:31])([F:30])[F:29])=[CH:26][CH:25]=[CH:24][C:22]=1[NH2:23]. (2) Given the product [Si:21]([O:20][CH:7]([C:4]1[O:5][CH:6]=[C:2]([C:33]2[CH:38]=[CH:37][N:36]=[CH:35][CH:34]=2)[N:3]=1)[CH2:8][CH2:9][CH2:10][CH2:11][CH2:12][CH2:13][C:14]1[CH:19]=[CH:18][CH:17]=[CH:16][CH:15]=1)([C:24]([CH3:27])([CH3:26])[CH3:25])([CH3:23])[CH3:22], predict the reactants needed to synthesize it. The reactants are: Br[C:2]1[N:3]=[C:4]([CH:7]([O:20][Si:21]([C:24]([CH3:27])([CH3:26])[CH3:25])([CH3:23])[CH3:22])[CH2:8][CH2:9][CH2:10][CH2:11][CH2:12][CH2:13][C:14]2[CH:19]=[CH:18][CH:17]=[CH:16][CH:15]=2)[O:5][CH:6]=1.C([Sn](CCCC)(CCCC)[C:33]1[CH:38]=[CH:37][N:36]=[CH:35][CH:34]=1)CCC.